From a dataset of Peptide-MHC class I binding affinity with 185,985 pairs from IEDB/IMGT. Regression. Given a peptide amino acid sequence and an MHC pseudo amino acid sequence, predict their binding affinity value. This is MHC class I binding data. (1) The peptide sequence is IISLFYTFA. The MHC is HLA-A68:02 with pseudo-sequence HLA-A68:02. The binding affinity (normalized) is 0.312. (2) The peptide sequence is LIGLIIPPLGI. The MHC is HLA-A02:02 with pseudo-sequence HLA-A02:02. The binding affinity (normalized) is 0.166. (3) The peptide sequence is SVQRNLPFER. The MHC is HLA-A68:01 with pseudo-sequence HLA-A68:01. The binding affinity (normalized) is 0.728.